The task is: Predict which catalyst facilitates the given reaction.. This data is from Catalyst prediction with 721,799 reactions and 888 catalyst types from USPTO. (1) Product: [Cl:8][C:6]1[CH:7]=[C:2]([C:13]2[CH:12]=[C:11]([Cl:10])[CH:16]=[CH:15][C:14]=2[CH3:20])[N:3]=[C:4]([NH2:9])[N:5]=1. The catalyst class is: 70. Reactant: Cl[C:2]1[CH:7]=[C:6]([Cl:8])[N:5]=[C:4]([NH2:9])[N:3]=1.[Cl:10][C:11]1[CH:12]=[CH:13][C:14]([CH3:20])=[C:15](B(O)O)[CH:16]=1.C(=O)([O-])[O-].[K+].[K+]. (2) Reactant: Br[C:2]1[CH:3]=[C:4]([N:8]2[C:12]([CH3:13])=[CH:11][CH:10]=[C:9]2[CH3:14])[CH:5]=[CH:6][CH:7]=1.[Li]CCCC.[CH3:20][C:21]([CH3:23])=[O:22]. Product: [CH3:14][C:9]1[N:8]([C:4]2[CH:3]=[C:2]([C:21]([OH:22])([CH3:23])[CH3:20])[CH:7]=[CH:6][CH:5]=2)[C:12]([CH3:13])=[CH:11][CH:10]=1. The catalyst class is: 1. (3) The catalyst class is: 182. Reactant: [OH:1][C:2]1[CH:11]=[CH:10][C:5]([C:6]([O:8][CH3:9])=[O:7])=[CH:4][CH:3]=1.O[CH2:13][C@@H:14]([NH:16][C:17](=[O:23])OC(C)(C)C)[CH3:15].[C:24]1(P(C2C=CC=CC=2)C2C=CC=CC=2)C=CC=CC=1.N(C(OCC)=O)=NC(OCC)=O. Product: [C:17]([NH:16][C@@H:14]([CH3:15])[CH2:13][O:1][C:2]1[CH:3]=[CH:4][C:5]([C:6]([O:8][CH3:9])=[O:7])=[CH:10][CH:11]=1)(=[O:23])[CH3:24]. (4) Reactant: [CH3:1][O:2][C:3](=[O:19])[C:4]1[CH:9]=[CH:8][C:7]([O:10][CH2:11][C:12]2[CH:13]=[N:14][CH:15]=[CH:16][CH:17]=2)=[CH:6][C:5]=1[OH:18].[S:20](O[S:20]([C:23]([F:26])([F:25])[F:24])(=[O:22])=[O:21])([C:23]([F:26])([F:25])[F:24])(=[O:22])=[O:21].O.[OH-].[Na+]. Product: [CH3:1][O:2][C:3](=[O:19])[C:4]1[CH:9]=[CH:8][C:7]([O:10][CH2:11][C:12]2[CH:13]=[N:14][CH:15]=[CH:16][CH:17]=2)=[CH:6][C:5]=1[O:18][S:20]([C:23]([F:26])([F:25])[F:24])(=[O:22])=[O:21]. The catalyst class is: 17. (5) Reactant: [Br:1][C:2]1[CH:11]=[C:10]2[C:5]([CH2:6][CH2:7][NH:8][C:9]2=[O:12])=[CH:4][CH:3]=1.Br[CH2:14][C:15]1[CH:20]=[CH:19][C:18]([F:21])=[CH:17][CH:16]=1.CC(C)([O-])C.[K+]. Product: [Br:1][C:2]1[CH:11]=[C:10]2[C:5]([CH2:6][CH2:7][N:8]([CH2:14][C:15]3[CH:20]=[CH:19][C:18]([F:21])=[CH:17][CH:16]=3)[C:9]2=[O:12])=[CH:4][CH:3]=1. The catalyst class is: 12. (6) The catalyst class is: 2. Product: [CH3:2][N:3]1[C:7]2[C:8]([C:12](=[O:46])[CH2:13][N:14]3[C:23](=[O:24])[C:22]4[N:21]([CH2:25][C:26]#[C:27][CH3:28])[C:20]([N:29]5[CH2:34][CH2:33][CH2:32][C@@H:31]([NH2:35])[CH2:30]5)=[N:19][C:18]=4[N:17]([CH:43]4[CH2:44][CH2:45]4)[C:15]3=[O:16])=[CH:9][CH:10]=[CH:11][C:6]=2[O:5][C:4]1=[O:47]. Reactant: Cl.[CH3:2][N:3]1[C:7]2[C:8]([C:12](=[O:46])[CH2:13][N:14]3[C:23](=[O:24])[C:22]4[N:21]([CH2:25][C:26]#[C:27][CH3:28])[C:20]([N:29]5[CH2:34][CH2:33][CH2:32][C@@H:31]([NH:35]C(OC(C)(C)C)=O)[CH2:30]5)=[N:19][C:18]=4[N:17]([CH:43]4[CH2:45][CH2:44]4)[C:15]3=[O:16])=[CH:9][CH:10]=[CH:11][C:6]=2[O:5][C:4]1=[O:47].[OH-].[Na+]. (7) Reactant: [Cl:1][C:2]1[CH:7]=[CH:6][C:5]([C:8](=[O:18])[NH:9][CH2:10][C:11]2[CH:16]=[CH:15][CH:14]=[C:13]([Cl:17])[CH:12]=2)=[CH:4][C:3]=1[NH:19][C:20]([C:22]1[C:33](=[O:34])[NH:32][C:25]2[N:26]=[C:27](SC)[N:28]=[CH:29][C:24]=2[CH:23]=1)=[O:21].[CH2:35]1COCC1.CO.O[O:43][S:44]([O-:46])=O.[K+]. Product: [Cl:1][C:2]1[CH:7]=[CH:6][C:5]([C:8](=[O:18])[NH:9][CH2:10][C:11]2[CH:16]=[CH:15][CH:14]=[C:13]([Cl:17])[CH:12]=2)=[CH:4][C:3]=1[NH:19][C:20]([C:22]1[C:33](=[O:34])[NH:32][C:25]2[N:26]=[C:27]([S:44]([CH3:35])(=[O:46])=[O:43])[N:28]=[CH:29][C:24]=2[CH:23]=1)=[O:21]. The catalyst class is: 6. (8) Reactant: [OH-].[Na+].C([O:5][C:6]([CH:8]1[CH2:18][CH:17]2[N:19]([S:20]([C:23]3[CH:28]=[CH:27][C:26]([Cl:29])=[CH:25][CH:24]=3)(=[O:22])=[O:21])[CH:10]([CH2:11][C:12]3[NH:13][N:14]=[CH:15][C:16]=32)[CH2:9]1)=[O:7])C. Product: [Cl:29][C:26]1[CH:27]=[CH:28][C:23]([S:20]([N:19]2[CH:10]3[CH2:9][CH:8]([C:6]([OH:7])=[O:5])[CH2:18][CH:17]2[C:16]2[CH:15]=[N:14][NH:13][C:12]=2[CH2:11]3)(=[O:22])=[O:21])=[CH:24][CH:25]=1. The catalyst class is: 1.